Dataset: Full USPTO retrosynthesis dataset with 1.9M reactions from patents (1976-2016). Task: Predict the reactants needed to synthesize the given product. (1) Given the product [Br:1][C:2]1[CH:3]=[CH:4][C:5]([NH:8][C:9](=[O:28])[C:10]2[CH:15]=[C:14]([NH2:16])[C:13]([NH:19][CH:20]3[CH2:21][CH2:22]3)=[CH:12][C:11]=2[O:23][CH2:24][CH:25]([F:27])[F:26])=[CH:6][CH:7]=1, predict the reactants needed to synthesize it. The reactants are: [Br:1][C:2]1[CH:7]=[CH:6][C:5]([NH:8][C:9](=[O:28])[C:10]2[CH:15]=[C:14]([N+:16]([O-])=O)[C:13]([NH:19][CH:20]3[CH2:22][CH2:21]3)=[CH:12][C:11]=2[O:23][CH2:24][CH:25]([F:27])[F:26])=[CH:4][CH:3]=1.FC1C=C(F)C([N+]([O-])=O)=CC=1C(O)=O.C1(N)CC1.BrC1C=CC(N)=CC=1.FC(F)CO. (2) Given the product [OH:13][C:2]1[N:10]=[C:9]2[C:5]([NH:6][CH:7]=[N:8]2)=[C:4]([Cl:11])[N:3]=1, predict the reactants needed to synthesize it. The reactants are: N[C:2]1[N:10]=[C:9]2[C:5]([NH:6][CH:7]=[N:8]2)=[C:4]([Cl:11])[N:3]=1.[N+]([O-])([O-])=[O:13].[Na+]. (3) Given the product [Cl:14][C:15]1[C:22]([Cl:23])=[CH:21][CH:20]=[C:19]([Cl:24])[C:16]=1[CH2:17][N:4]1[CH2:5][CH2:6][N:1]([C:7]2[N:12]=[CH:11][NH:10][C:9](=[O:13])[CH:8]=2)[CH2:2][CH2:3]1, predict the reactants needed to synthesize it. The reactants are: [N:1]1([C:7]2[N:12]=[CH:11][NH:10][C:9](=[O:13])[CH:8]=2)[CH2:6][CH2:5][NH:4][CH2:3][CH2:2]1.[Cl:14][C:15]1[C:22]([Cl:23])=[CH:21][CH:20]=[C:19]([Cl:24])[C:16]=1[CH:17]=O.